This data is from Retrosynthesis with 50K atom-mapped reactions and 10 reaction types from USPTO. The task is: Predict the reactants needed to synthesize the given product. Given the product COC(=O)c1cccc(CN2CCN(C(=O)c3ccc(NC(=O)Nc4ccccc4)cc3)CC2)c1, predict the reactants needed to synthesize it. The reactants are: CCOC(=O)c1ccc(NC(=O)Nc2ccccc2)cc1.COC(=O)c1cccc(CN2CCNCC2)c1.